From a dataset of Reaction yield outcomes from USPTO patents with 853,638 reactions. Predict the reaction yield, written as a fraction of the theoretical maximum amount of product (1.0 means a 100% yield; for example, 0.34 means a 34% yield). The reactants are CS(O[CH2:6][C@@H:7]1[CH2:11][CH2:10][N:9]([C:12]([O:14][C:15]([CH3:18])([CH3:17])[CH3:16])=[O:13])[CH2:8]1)(=O)=O.CCN(C(C)C)C(C)C.[N-:28]=[N+:29]=[N-:30].[Na+]. The catalyst is CS(C)=O.CCOC(C)=O. The product is [N:28]([CH2:6][C@@H:7]1[CH2:11][CH2:10][N:9]([C:12]([O:14][C:15]([CH3:18])([CH3:17])[CH3:16])=[O:13])[CH2:8]1)=[N+:29]=[N-:30]. The yield is 0.360.